This data is from Full USPTO retrosynthesis dataset with 1.9M reactions from patents (1976-2016). The task is: Predict the reactants needed to synthesize the given product. Given the product [F:23][C:17]1[C:18]([F:22])=[CH:19][CH:20]=[CH:21][C:16]=1[C@H:13]1[CH2:12][N:11]2[C:24]([C:27]([O:29][CH2:30][CH2:31][OH:32])([CH3:33])[CH3:28])=[CH:25][N:26]=[C:10]2[C@H:9]([NH:8][C:35]([N:47]2[CH2:48][CH2:49][CH:50]([N:53]3[CH2:62][C:61]4[C:56](=[CH:57][CH:58]=[CH:59][CH:60]=4)[NH:55][C:54]3=[O:63])[CH2:51][CH2:52]2)=[O:36])[CH2:15][CH2:14]1, predict the reactants needed to synthesize it. The reactants are: C(N(CC)CC)C.[NH2:8][C@@H:9]1[CH2:15][CH2:14][C@@H:13]([C:16]2[CH:21]=[CH:20][CH:19]=[C:18]([F:22])[C:17]=2[F:23])[CH2:12][N:11]2[C:24]([C:27]([CH3:33])([O:29][CH2:30][CH2:31][OH:32])[CH3:28])=[CH:25][N:26]=[C:10]12.Cl[C:35](OC1C=CC([N+]([O-])=O)=CC=1)=[O:36].[NH:47]1[CH2:52][CH2:51][CH:50]([N:53]2[CH2:62][C:61]3[C:56](=[CH:57][CH:58]=[CH:59][CH:60]=3)[NH:55][C:54]2=[O:63])[CH2:49][CH2:48]1.C(=O)([O-])[O-].[Na+].[Na+].